Dataset: Full USPTO retrosynthesis dataset with 1.9M reactions from patents (1976-2016). Task: Predict the reactants needed to synthesize the given product. (1) Given the product [NH2:1][CH2:4][C:5]1[CH:14]=[CH:13][CH:12]=[CH:11][C:6]=1[C:7]([NH:9][CH3:10])=[O:8], predict the reactants needed to synthesize it. The reactants are: [N:1]([CH2:4][C:5]1[CH:14]=[C:13](Cl)[CH:12]=[CH:11][C:6]=1[C:7]([NH:9][CH3:10])=[O:8])=[N+]=[N-]. (2) Given the product [CH3:3][C:4]1[O:8][C:7]([C:9]2[CH:14]=[CH:13][CH:12]=[CH:11][CH:10]=2)=[N:6][C:5]=1[CH2:15][O:16][C:17]1[CH:39]=[CH:38][C:20]([CH2:21][O:22]/[N:23]=[C:24](/[C:32]2[CH:37]=[CH:36][CH:35]=[CH:34][N:33]=2)\[CH2:25][CH2:26][C:27]([OH:29])=[O:28])=[CH:19][CH:18]=1, predict the reactants needed to synthesize it. The reactants are: [OH-].[Na+].[CH3:3][C:4]1[O:8][C:7]([C:9]2[CH:14]=[CH:13][CH:12]=[CH:11][CH:10]=2)=[N:6][C:5]=1[CH2:15][O:16][C:17]1[CH:39]=[CH:38][C:20]([CH2:21][O:22]/[N:23]=[C:24](/[C:32]2[CH:37]=[CH:36][CH:35]=[CH:34][N:33]=2)\[CH2:25][CH2:26][C:27]([O:29]CC)=[O:28])=[CH:19][CH:18]=1.CO.Cl. (3) Given the product [C:7]([C:9]1[C:17]2[C:12](=[CH:13][CH:14]=[C:15]([CH2:18][CH2:19][NH:20][C:21](=[O:35])[C:22]3[CH:27]=[CH:26][C:25]([C:28]4[CH:33]=[CH:32][N:31]=[C:30]([N:5]([CH2:4][CH2:3][O:2][CH3:1])[CH3:6])[N:29]=4)=[CH:24][CH:23]=3)[CH:16]=2)[NH:11][CH:10]=1)#[N:8], predict the reactants needed to synthesize it. The reactants are: [CH3:1][O:2][CH2:3][CH2:4][NH:5][CH3:6].[C:7]([C:9]1[C:17]2[C:12](=[CH:13][CH:14]=[C:15]([CH2:18][CH2:19][NH:20][C:21](=[O:35])[C:22]3[CH:27]=[CH:26][C:25]([C:28]4[CH:33]=[CH:32][N:31]=[C:30](Cl)[N:29]=4)=[CH:24][CH:23]=3)[CH:16]=2)[NH:11][CH:10]=1)#[N:8]. (4) Given the product [CH:28]1([CH2:27][CH2:26][NH:22][C:8]([C:5]2[N:6]=[N:7][C:2]([Cl:1])=[CH:3][CH:4]=2)=[O:10])[CH2:29][CH2:30]1, predict the reactants needed to synthesize it. The reactants are: [Cl:1][C:2]1[N:7]=[N:6][C:5]([C:8]([OH:10])=O)=[CH:4][CH:3]=1.C(N(C(C)C)CC)(C)C.O.O[N:22]1[C:26]2[CH:27]=[CH:28][CH:29]=[CH:30]C=2N=N1.CN(C)CCCN=C=NCC.C1(CCN)CC1. (5) Given the product [CH3:60][O:61][C:62](=[O:63])[NH:64][C@@H:65]([CH:69]([CH3:71])[CH3:70])[C:51]([N:44]1[CH2:45][C@@H:46]([CH2:48][O:49][CH3:50])[CH2:47][C@H:43]1[C:41]1[NH:40][C:39]2[C:58]3[C:35]([CH:36]=[CH:37][C:38]=2[N:42]=1)=[CH:34][C:33]1[C:27]2[C:28]([CH2:30][O:31][C:32]=1[CH:59]=3)=[CH:29][C:24]([C:21]1[NH:20][C:19]([C@@H:14]3[CH2:15][C@H:16]([CH3:18])[CH2:17][N:13]3[C:11](=[O:12])[C@@H:6]([NH:5][C:3]([O:2][CH3:1])=[O:4])[C@H:7]([CH3:8])[CH2:9][CH3:10])=[N:23][CH:22]=1)=[CH:25][CH:26]=2)=[O:52], predict the reactants needed to synthesize it. The reactants are: [CH3:1][O:2][C:3]([NH:5][C@H:6]([C:11]([N:13]1[CH2:17][C@@H:16]([CH3:18])[CH2:15][C@H:14]1[C:19]1[NH:20][C:21]([C:24]2[CH:29]=[C:28]3[CH2:30][O:31][C:32]4[CH:59]=[C:58]5[C:35]([CH:36]=[CH:37][C:38]6[N:42]=[C:41]([C@@H:43]7[CH2:47][C@H:46]([CH2:48][O:49][CH3:50])[CH2:45][N:44]7[C:51](OC(C)(C)C)=[O:52])[NH:40][C:39]=65)=[CH:34][C:33]=4[C:27]3=[CH:26][CH:25]=2)=[CH:22][N:23]=1)=[O:12])[C@@H:7]([CH2:9][CH3:10])[CH3:8])=[O:4].[CH3:60][O:61][C:62]([NH:64][C@@H:65]([CH:69]([CH3:71])[CH3:70])C(O)=O)=[O:63].CN(C(ON1N=NC2C=CC=NC1=2)=[N+](C)C)C.F[P-](F)(F)(F)(F)F.CN1CCOCC1. (6) Given the product [CH:38]1([N:29]2[CH2:30][C:31]([F:37])([F:36])[C:32](=[O:35])[N:33]([CH3:34])[C:27]3[CH:26]=[N:25][C:24]([NH:23][C:19]4[C:20]([F:22])=[CH:21][C:16]([C:15]([NH:14][CH:11]5[CH2:12][CH2:13][NH:8][CH2:9][CH2:10]5)=[O:45])=[C:17]([F:44])[CH:18]=4)=[N:43][C:28]2=3)[CH2:39][CH2:40][CH2:41][CH2:42]1, predict the reactants needed to synthesize it. The reactants are: C(OC([N:8]1[CH2:13][CH2:12][CH:11]([NH:14][C:15](=[O:45])[C:16]2[CH:21]=[C:20]([F:22])[C:19]([NH:23][C:24]3[N:25]=[CH:26][C:27]4[N:33]([CH3:34])[C:32](=[O:35])[C:31]([F:37])([F:36])[CH2:30][N:29]([CH:38]5[CH2:42][CH2:41][CH2:40][CH2:39]5)[C:28]=4[N:43]=3)=[CH:18][C:17]=2[F:44])[CH2:10][CH2:9]1)=O)(C)(C)C.FC(F)(F)C(O)=O. (7) The reactants are: Cl[C:2]1[CH:7]=[C:6]([O:8][CH2:9][C:10]#[CH:11])[N:5]=[CH:4][N:3]=1.C(=O)([O-])[O-].[K+].[K+].[F:18][C:19]1[CH:20]=[C:21]([OH:25])[CH:22]=[CH:23][CH:24]=1.[Cl-].[NH4+]. Given the product [F:18][C:19]1[CH:20]=[C:21]([CH:22]=[CH:23][CH:24]=1)[O:25][C:2]1[CH:7]=[C:6]([O:8][CH2:9][C:10]#[CH:11])[N:5]=[CH:4][N:3]=1, predict the reactants needed to synthesize it.